The task is: Predict the product of the given reaction.. This data is from Forward reaction prediction with 1.9M reactions from USPTO patents (1976-2016). (1) Given the reactants [C:1]([O:5][C:6]([N:8]1[CH2:13][CH2:12][CH:11]([C:14]([OH:16])=O)[CH2:10][CH2:9]1)=[O:7])([CH3:4])([CH3:3])[CH3:2].ON1[C:22]2[N:23]=[CH:24]C=CC=2N=N1.Cl.CN(C)CCCN=C=NCC.CNC.C(O)C, predict the reaction product. The product is: [C:1]([O:5][C:6]([N:8]1[CH2:13][CH2:12][CH:11]([C:14](=[O:16])[N:23]([CH3:24])[CH3:22])[CH2:10][CH2:9]1)=[O:7])([CH3:4])([CH3:3])[CH3:2]. (2) Given the reactants [CH3:1][N:2]1[CH:6]=[C:5]([C:7]2[C:8]([C:24]([N:26]3[CH2:31][CH2:30][O:29][CH2:28][CH2:27]3)=[O:25])=[CH:9][C:10]([O:16][CH2:17][C:18]3[CH:23]=[CH:22][CH:21]=[CH:20][CH:19]=3)=[C:11]([CH:15]=2)[C:12]([OH:14])=O)[CH:4]=[N:3]1.C(N(C(C)C)CC)(C)C.[NH2:41][C:42]1[CH:43]=[N:44][CH:45]=[CH:46][CH:47]=1.ON1C2N=CC=CC=2N=N1.C(Cl)CCl, predict the reaction product. The product is: [CH3:1][N:2]1[CH:6]=[C:5]([C:7]2[C:8]([C:24]([N:26]3[CH2:31][CH2:30][O:29][CH2:28][CH2:27]3)=[O:25])=[CH:9][C:10]([O:16][CH2:17][C:18]3[CH:19]=[CH:20][CH:21]=[CH:22][CH:23]=3)=[C:11]([CH:15]=2)[C:12]([NH:41][C:42]2[CH:43]=[N:44][CH:45]=[CH:46][CH:47]=2)=[O:14])[CH:4]=[N:3]1.